From a dataset of Forward reaction prediction with 1.9M reactions from USPTO patents (1976-2016). Predict the product of the given reaction. Given the reactants [NH2:1][C@H:2]1[CH2:6][CH2:5][N:4]([C:7]([O:9][C:10]([CH3:13])(C)C)=[O:8])[CH2:3]1.[C:14](Cl)(=[O:17])[CH2:15][CH3:16].[CH2:19](N(CC)CC)[CH3:20], predict the reaction product. The product is: [C:14]([NH:1][C@H:2]1[CH2:6][CH2:5][N:4]([C:7]([O:9][CH2:10][CH2:13][CH2:19][CH3:20])=[O:8])[CH2:3]1)(=[O:17])[CH2:15][CH3:16].